From a dataset of Full USPTO retrosynthesis dataset with 1.9M reactions from patents (1976-2016). Predict the reactants needed to synthesize the given product. (1) Given the product [CH3:22][C:23]1([CH3:39])[C:27]([CH3:29])([CH3:28])[O:26][B:25]([C:2]2[CH:3]=[C:4]([CH:19]=[CH:20][CH:21]=2)[O:5][CH:6]2[CH2:11][CH2:10][N:9]([C:12]([O:14][C:15]([CH3:18])([CH3:17])[CH3:16])=[O:13])[CH2:8][CH2:7]2)[O:24]1, predict the reactants needed to synthesize it. The reactants are: Br[C:2]1[CH:3]=[C:4]([CH:19]=[CH:20][CH:21]=1)[O:5][CH:6]1[CH2:11][CH2:10][N:9]([C:12]([O:14][C:15]([CH3:18])([CH3:17])[CH3:16])=[O:13])[CH2:8][CH2:7]1.[CH3:22][C:23]1([CH3:39])[C:27]([CH3:29])([CH3:28])[O:26][B:25]([B:25]2[O:26][C:27]([CH3:29])([CH3:28])[C:23]([CH3:39])([CH3:22])[O:24]2)[O:24]1.C([O-])(=O)C.[K+]. (2) Given the product [CH3:1][C:2]1[C:3]([N:9]2[CH2:14][CH2:13][N:12]([C:15]([C:17]3[CH:22]=[CH:21][C:20]([N:26]4[CH2:27][CH2:28][O:24][C:25]4=[O:29])=[CH:19][CH:18]=3)=[O:16])[CH2:11][CH2:10]2)=[N:4][CH:5]=[C:6]([CH3:8])[CH:7]=1, predict the reactants needed to synthesize it. The reactants are: [CH3:1][C:2]1[C:3]([N:9]2[CH2:14][CH2:13][N:12]([C:15]([C:17]3[CH:22]=[CH:21][C:20](I)=[CH:19][CH:18]=3)=[O:16])[CH2:11][CH2:10]2)=[N:4][CH:5]=[C:6]([CH3:8])[CH:7]=1.[O:24]1[CH2:28][CH2:27][NH:26][C:25]1=[O:29]. (3) Given the product [F:26][C:23]1[CH:24]=[CH:25][C:20]([C:18]2[O:19][C:12]3[CH2:11][N:10]([C:8]4[CH:7]=[C:4]([CH:3]=[CH:2][CH:9]=4)[C:5]#[N:6])[CH2:16][CH2:15][CH2:14][C:13]=3[N:17]=2)=[N:21][CH:22]=1, predict the reactants needed to synthesize it. The reactants are: F[C:2]1[CH:3]=[C:4]([CH:7]=[C:8]([N:10]2[CH2:16][CH2:15][CH2:14][C:13]3[N:17]=[C:18]([C:20]4[CH:25]=[CH:24][CH:23]=[CH:22][N:21]=4)[O:19][C:12]=3[CH2:11]2)[CH:9]=1)[C:5]#[N:6].[F:26]C1C=CC(C(O)=O)=NC=1.BrC1C=C(C=CC=1)C#N.C(Cl)Cl. (4) The reactants are: [F:1][C:2]1[C:10]([OH:11])=[CH:9][CH:8]=[C:7]2[C:3]=1[CH:4]=[C:5]([CH3:12])[NH:6]2.Cl[C:14]1[C:23]2[C:18](=[CH:19][C:20]([O:26][CH2:27][CH2:28][CH2:29][N:30]3[CH2:35][CH2:34][S:33](=[O:37])(=[O:36])[CH2:32][CH2:31]3)=[C:21]([C:24]#[N:25])[CH:22]=2)[N:17]=[CH:16][CH:15]=1. Given the product [C:24]([C:21]1[CH:22]=[C:23]2[C:18](=[CH:19][C:20]=1[O:26][CH2:27][CH2:28][CH2:29][N:30]1[CH2:31][CH2:32][S:33](=[O:36])(=[O:37])[CH2:34][CH2:35]1)[N:17]=[CH:16][CH:15]=[C:14]2[O:11][C:10]1[C:2]([F:1])=[C:3]2[C:7](=[CH:8][CH:9]=1)[NH:6][C:5]([CH3:12])=[CH:4]2)#[N:25], predict the reactants needed to synthesize it.